This data is from Forward reaction prediction with 1.9M reactions from USPTO patents (1976-2016). The task is: Predict the product of the given reaction. (1) Given the reactants [CH3:1][C:2]1[CH:3]=[C:4]([OH:17])[CH:5]=[CH:6][C:7]=1[CH2:8][CH2:9][CH2:10][CH2:11][N:12]1[CH:16]=[CH:15][N:14]=[N:13]1.[H-].[Na+].Cl[CH2:21][C:22]1[CH:23]=[N:24][CH:25]=[C:26]([C:28]2[CH:33]=[CH:32][C:31]([O:34][C:35]([F:38])([F:37])[F:36])=[CH:30][CH:29]=2)[CH:27]=1.O, predict the reaction product. The product is: [CH3:1][C:2]1[CH:3]=[C:4]([CH:5]=[CH:6][C:7]=1[CH2:8][CH2:9][CH2:10][CH2:11][N:12]1[CH:16]=[CH:15][N:14]=[N:13]1)[O:17][CH2:21][C:22]1[CH:23]=[N:24][CH:25]=[C:26]([C:28]2[CH:29]=[CH:30][C:31]([O:34][C:35]([F:38])([F:36])[F:37])=[CH:32][CH:33]=2)[CH:27]=1. (2) Given the reactants [Cl:1][C:2]1[CH:38]=[CH:37][C:5]([CH2:6][C@H:7]([C:15]([N:17]2[CH2:22][CH2:21][CH:20]([N:23]([CH:31]3[CH2:36][CH2:35][CH2:34][CH2:33][CH2:32]3)[C:24](=[O:30])[CH:25]([CH2:28][CH3:29])[CH2:26][CH3:27])[CH2:19][CH2:18]2)=[O:16])[NH:8][CH:9]2[CH2:14][CH2:13][NH:12][CH2:11][CH2:10]2)=[CH:4][CH:3]=1.Cl, predict the reaction product. The product is: [ClH:1].[Cl:1][C:2]1[CH:38]=[CH:37][C:5]([CH2:6][C@H:7]([C:15]([N:17]2[CH2:18][CH2:19][CH:20]([N:23]([CH:31]3[CH2:32][CH2:33][CH2:34][CH2:35][CH2:36]3)[C:24](=[O:30])[CH:25]([CH2:28][CH3:29])[CH2:26][CH3:27])[CH2:21][CH2:22]2)=[O:16])[NH:8][CH:9]2[CH2:14][CH2:13][NH:12][CH2:11][CH2:10]2)=[CH:4][CH:3]=1. (3) Given the reactants [Cl:1][C:2]1[N:6]2[C:7]3[CH:31]=[CH:30][C:29]([Cl:32])=[CH:28][C:8]=3[C@@H:9]([C:18]3[CH:23]=[CH:22][CH:21]=[C:20]([O:24][CH3:25])[C:19]=3[O:26][CH3:27])[O:10][C@H:11]([CH2:12][CH2:13][C:14]([O:16]C)=[O:15])[C:5]2=[CH:4][CH:3]=1.C(=O)([O-])[O-].[K+].[K+], predict the reaction product. The product is: [Cl:1][C:2]1[N:6]2[C:7]3[CH:31]=[CH:30][C:29]([Cl:32])=[CH:28][C:8]=3[C@@H:9]([C:18]3[CH:23]=[CH:22][CH:21]=[C:20]([O:24][CH3:25])[C:19]=3[O:26][CH3:27])[O:10][C@H:11]([CH2:12][CH2:13][C:14]([OH:16])=[O:15])[C:5]2=[CH:4][CH:3]=1. (4) Given the reactants Cl[CH2:2][CH2:3][O:4][C:5]1[CH:10]=[CH:9][C:8]([C:11]([C:24]2[CH:29]=[CH:28][C:27]([OH:30])=[CH:26][CH:25]=2)=[C:12]([C:15]2[CH:16]=[CH:17][C:18]3[O:22][CH2:21][CH2:20][C:19]=3[CH:23]=2)[CH2:13][CH3:14])=[CH:7][CH:6]=1.[CH3:31][NH2:32], predict the reaction product. The product is: [O:22]1[C:18]2[CH:17]=[CH:16][C:15]([C:12]([CH2:13][CH3:14])=[C:11]([C:24]3[CH:25]=[CH:26][C:27]([OH:30])=[CH:28][CH:29]=3)[C:8]3[CH:9]=[CH:10][C:5]([O:4][CH2:3][CH2:2][NH:32][CH3:31])=[CH:6][CH:7]=3)=[CH:23][C:19]=2[CH2:20][CH2:21]1. (5) The product is: [Cl:13][C:14]1[CH:15]=[C:16]([C:34]2[CH:39]=[CH:38][CH:37]=[CH:36][CH:35]=2)[CH:17]=[CH:18][C:19]=1[CH2:20][N:21]1[C:25]2[CH:26]=[C:27]([CH2:31][O:32][C:47]3[CH:46]=[CH:45][CH:44]=[CH:42][C:41]=3[C:40]([O:49][CH3:50])=[O:48])[CH:28]=[C:29]([CH3:30])[C:24]=2[N:23]=[C:22]1[CH3:33]. Given the reactants N(C(OCC)=O)=NC(OCC)=O.[Cl:13][C:14]1[CH:15]=[C:16]([C:34]2[CH:39]=[CH:38][CH:37]=[CH:36][CH:35]=2)[CH:17]=[CH:18][C:19]=1[CH2:20][N:21]1[C:25]2[CH:26]=[C:27]([CH2:31][OH:32])[CH:28]=[C:29]([CH3:30])[C:24]=2[N:23]=[C:22]1[CH3:33].[C:40]([O:49][CH3:50])(=[O:48])[C:41]1[C:42](=[CH:44][CH:45]=[CH:46][CH:47]=1)O, predict the reaction product. (6) The product is: [NH2:13][C:11]1[C:10]([O:16][CH:17]([CH3:19])[CH3:18])=[CH:9][C:8]2[N:2]([CH3:1])[C:3](=[O:20])[CH2:4][CH2:5][CH2:6][C:7]=2[CH:12]=1. Given the reactants [CH3:1][N:2]1[C:8]2[CH:9]=[C:10]([O:16][CH:17]([CH3:19])[CH3:18])[C:11]([N+:13]([O-])=O)=[CH:12][C:7]=2[CH2:6][CH2:5][CH2:4][C:3]1=[O:20].C([O-])=O.[NH4+], predict the reaction product.